Regression/Classification. Given a drug SMILES string, predict its absorption, distribution, metabolism, or excretion properties. Task type varies by dataset: regression for continuous measurements (e.g., permeability, clearance, half-life) or binary classification for categorical outcomes (e.g., BBB penetration, CYP inhibition). Dataset: cyp2d6_veith. From a dataset of CYP2D6 inhibition data for predicting drug metabolism from PubChem BioAssay. (1) The result is 0 (non-inhibitor). The compound is Cc1nn(CCc2n[nH]c(=S)n2-c2ccc(F)c(Cl)c2)c(C)c1[N+](=O)[O-]. (2) The compound is Cc1ccc(C)c(NC(=S)N(CCc2nc3cc(C)c(C)cc3[nH]2)Cc2cccnc2)c1. The result is 1 (inhibitor). (3) The result is 0 (non-inhibitor). The compound is Cc1oc(-c2cccs2)nc1CS(=O)CC(=O)NCCCOC(C)C. (4) The compound is CC(C)[C@H](NC(=O)OC(C)(C)C)[C@@H](O)CC(=O)C(C)(C)C. The result is 0 (non-inhibitor). (5) The drug is CCOC(=O)C1=C(c2ccccc2)N=c2s/c(=C\c3ccc(O)cc3)c(=O)n2C1c1cccs1. The result is 0 (non-inhibitor). (6) The compound is O=C(Nc1cccc(F)c1)N1CCCC2(CCN(C(=O)c3cc(C(F)(F)F)cc(C(F)(F)F)c3)CC2)C1. The result is 0 (non-inhibitor). (7) The drug is CCCn1c(=O)c2[nH]c(C3CCCC3)nc2n(CCC)c1=O. The result is 0 (non-inhibitor).